From a dataset of Peptide-MHC class I binding affinity with 185,985 pairs from IEDB/IMGT. Regression. Given a peptide amino acid sequence and an MHC pseudo amino acid sequence, predict their binding affinity value. This is MHC class I binding data. The binding affinity (normalized) is 0.0847. The peptide sequence is VMTDGPANK. The MHC is HLA-A02:12 with pseudo-sequence YFAMYGEKVAHTHVDTLYVRYHYYTWAVQAYTWY.